This data is from Reaction yield outcomes from USPTO patents with 853,638 reactions. The task is: Predict the reaction yield, written as a fraction of the theoretical maximum amount of product (1.0 means a 100% yield; for example, 0.34 means a 34% yield). (1) The reactants are [CH3:1][O:2][C:3](=[O:16])[CH:4](C)[CH2:5][S:6][CH2:7][C:8]1[CH:13]=[CH:12][C:11](Br)=[CH:10][CH:9]=1.[CH:17]1[C:25]2[C:24]3[CH:26]=[CH:27][CH:28]=[CH:29][C:23]=3[O:22][C:21]=2[C:20]([C:30]2[CH:35]=[CH:34][C:33](B(O)O)=[CH:32][CH:31]=2)=[CH:19][CH:18]=1.C([O-])([O-])=O.[K+].[K+]. The catalyst is C1(C)C=CC=CC=1.C(O)C.C(OCC)(=O)C.C1C=CC([P]([Pd]([P](C2C=CC=CC=2)(C2C=CC=CC=2)C2C=CC=CC=2)([P](C2C=CC=CC=2)(C2C=CC=CC=2)C2C=CC=CC=2)[P](C2C=CC=CC=2)(C2C=CC=CC=2)C2C=CC=CC=2)(C2C=CC=CC=2)C2C=CC=CC=2)=CC=1. The product is [CH3:1][O:2][C:3](=[O:16])[CH2:4][CH2:5][S:6][CH2:7][C:8]1[CH:9]=[CH:10][C:11]([C:33]2[CH:34]=[CH:35][C:30]([C:20]3[C:21]4[O:22][C:23]5[CH:29]=[CH:28][CH:27]=[CH:26][C:24]=5[C:25]=4[CH:17]=[CH:18][CH:19]=3)=[CH:31][CH:32]=2)=[CH:12][CH:13]=1. The yield is 0.670. (2) The reactants are I[C:2]1[CH:3]=[C:4]2[C:9](=[CH:10][CH:11]=1)[NH:8][CH:7]([C:12]([F:15])([F:14])[F:13])[C:6]([C:16]([O:18][CH2:19][CH3:20])=[O:17])=[CH:5]2.[CH3:21][Si:22]([C:25]#[CH:26])([CH3:24])[CH3:23].C(N(CC)CC)C.C(OCC)(=O)C. The catalyst is C(#N)C.Cl[Pd](Cl)([P](C1C=CC=CC=1)(C1C=CC=CC=1)C1C=CC=CC=1)[P](C1C=CC=CC=1)(C1C=CC=CC=1)C1C=CC=CC=1.[Cu]I. The product is [CH3:21][Si:22]([C:25]#[C:26][C:2]1[CH:3]=[C:4]2[C:9](=[CH:10][CH:11]=1)[NH:8][CH:7]([C:12]([F:15])([F:14])[F:13])[C:6]([C:16]([O:18][CH2:19][CH3:20])=[O:17])=[CH:5]2)([CH3:24])[CH3:23]. The yield is 0.380. (3) The reactants are [Cl:1][C:2]1[CH:8]=[CH:7][C:5]([NH2:6])=[CH:4][CH:3]=1.Cl[C:10]1[CH:19]=[CH:18][C:17]2[C:12](=[C:13]([C:20]3[NH:28][C:27]4[CH2:26][CH2:25][NH:24][C:23](=[O:29])[C:22]=4[CH:21]=3)[CH:14]=[CH:15][CH:16]=2)[N:11]=1.[Li+].C[Si]([N-][Si](C)(C)C)(C)C. The yield is 0.170. No catalyst specified. The product is [Cl:1][C:2]1[CH:8]=[CH:7][C:5]([NH:6][C:10]2[CH:19]=[CH:18][C:17]3[C:12](=[C:13]([C:20]4[NH:28][C:27]5[CH2:26][CH2:25][NH:24][C:23](=[O:29])[C:22]=5[CH:21]=4)[CH:14]=[CH:15][CH:16]=3)[N:11]=2)=[CH:4][CH:3]=1. (4) The reactants are Br[C:2]1[C:15]2[C:16]3=[C:17]4[C:12](=[CH:13][CH:14]=2)[CH:11]=[CH:10][C:9](Br)=[C:8]4[CH:7]=[CH:6][C:5]3=[CH:4][CH:3]=1.[CH2:19](B(O)O)[CH:20]([CH3:22])[CH3:21].O.[O-]P([O-])([O-])=O.[K+].[K+].[K+]. The catalyst is C1(C)C=CC=CC=1.C1C=CC(/C=C/C(/C=C/C2C=CC=CC=2)=O)=CC=1.C1C=CC(/C=C/C(/C=C/C2C=CC=CC=2)=O)=CC=1.C1C=CC(/C=C/C(/C=C/C2C=CC=CC=2)=O)=CC=1.[Pd].[Pd].C1(P(C2CCCCC2)C2C=CC=CC=2C2C(OC)=CC=CC=2OC)CCCCC1. The product is [CH2:19]([C:2]1[C:15]2[C:16]3=[C:17]4[C:12](=[CH:13][CH:14]=2)[CH:11]=[CH:10][C:9]([CH2:4][CH:5]([CH3:16])[CH3:6])=[C:8]4[CH:7]=[CH:6][C:5]3=[CH:4][CH:3]=1)[CH:20]([CH3:22])[CH3:21]. The yield is 0.770. (5) The reactants are [CH3:1][O:2][C:3]1[CH:8]=[CH:7][CH:6]=[C:5]([O:9][CH3:10])[C:4]=1[C:11]1[CH:12]=[C:13]2[C:18](=[CH:19][CH:20]=1)[C:17]([CH3:22])([CH3:21])[CH2:16][CH2:15][C:14]2([CH3:24])[CH3:23].[Br-:25].[Br-].[Br-].[NH+]1C=CC=CC=1.[NH+]1C=CC=CC=1.[NH+]1C=CC=CC=1. The catalyst is ClCCl.C(OCC)(=O)C. The product is [Br:25][C:6]1[CH:7]=[CH:8][C:3]([O:2][CH3:1])=[C:4]([C:11]2[CH:12]=[C:13]3[C:18](=[CH:19][CH:20]=2)[C:17]([CH3:22])([CH3:21])[CH2:16][CH2:15][C:14]3([CH3:24])[CH3:23])[C:5]=1[O:9][CH3:10]. The yield is 0.570. (6) The reactants are [Cl:1][C:2]1[N:11]=[CH:10][C:9]2[N:8]([CH:12]3[CH2:17][CH2:16]S[CH2:14][CH2:13]3)[C:7](=[O:18])[C:6]3([CH3:23])[CH2:19][O:20][CH2:21][CH2:22][N:5]3[C:4]=2[N:3]=1.O[O:25][S:26]([O-:28])=O.[K+]. The catalyst is CO.O. The product is [Cl:1][C:2]1[N:11]=[CH:10][C:9]2[N:8]([CH:12]3[CH2:13][CH2:14][S:26](=[O:28])(=[O:25])[CH2:16][CH2:17]3)[C:7](=[O:18])[C:6]3([CH3:23])[CH2:19][O:20][CH2:21][CH2:22][N:5]3[C:4]=2[N:3]=1. The yield is 0.630.